This data is from Forward reaction prediction with 1.9M reactions from USPTO patents (1976-2016). The task is: Predict the product of the given reaction. (1) Given the reactants [CH3:1][O:2][C:3](=[O:18])[CH2:4][O:5][C:6]1[CH:11]=[CH:10][C:9]([O:12][CH2:13][C:14](=[S:16])[NH2:15])=[CH:8][C:7]=1[CH3:17].Br[CH:20]([C:30]1[CH:35]=[CH:34][CH:33]=[CH:32][CH:31]=1)[C:21]([C:23]1[CH:28]=[CH:27][C:26]([Br:29])=[CH:25][CH:24]=1)=O.[CH2:36](O)C, predict the reaction product. The product is: [CH2:1]([O:2][C:3](=[O:18])[CH2:4][O:5][C:6]1[CH:11]=[CH:10][C:9]([O:12][CH2:13][C:14]2[S:16][C:20]([C:30]3[CH:35]=[CH:34][CH:33]=[CH:32][CH:31]=3)=[C:21]([C:23]3[CH:28]=[CH:27][C:26]([Br:29])=[CH:25][CH:24]=3)[N:15]=2)=[CH:8][C:7]=1[CH3:17])[CH3:36]. (2) Given the reactants [NH2:1][CH2:2][CH2:3][C:4]1[CH:11]=[CH:10][C:8]([OH:9])=[C:6]([OH:7])[CH:5]=1.[O:12]=[C:13]([C@H:15]([CH2:17][C:18]1[CH:25]=[C:23](O)[C:21](O)=[CH:20][CH:19]=1)[NH2:16])[OH:14], predict the reaction product. The product is: [NH2:16][C@H:15]([C:13]([OH:14])=[O:12])[CH2:17][C:18]1[CH:25]=[CH:23][CH:21]=[CH:20][CH:19]=1.[NH2:1][CH2:2][CH2:3][C:4]1[CH:11]=[CH:10][C:8]([OH:9])=[C:6]([OH:7])[CH:5]=1. (3) The product is: [OH:21][C:22]1[C:30]([CH3:31])=[CH:29][CH:28]=[CH:27][C:23]=1[C:24]([NH:13][CH2:12][C:9]1[NH:10][CH:11]=[C:7]([C:4]2[CH:5]=[CH:6][N:1]=[CH:2][CH:3]=2)[N:8]=1)=[O:26]. Given the reactants [N:1]1[CH:6]=[CH:5][C:4]([C:7]2[N:8]=[C:9]([CH2:12][NH:13]C(C3SC=CC=3)=O)[NH:10][CH:11]=2)=[CH:3][CH:2]=1.[OH:21][C:22]1[C:30]([CH3:31])=[CH:29][CH:28]=[CH:27][C:23]=1[C:24]([OH:26])=O.S1C=CC=C1C(O)=O, predict the reaction product. (4) Given the reactants [F:1][C:2]([F:11])([F:10])[C:3]1([C:7]([OH:9])=O)[CH2:6][CH2:5][CH2:4]1.[C:12](Cl)(=[O:16])C(Cl)=O.[NH2:18][C:19]1[N:24]=[CH:23][C:22]([O:25][C:26]2[CH:31]=[CH:30][N:29]=[C:28]([C:32]([NH:34][CH3:35])=[O:33])[CH:27]=2)=[CH:21][CH:20]=1.CC[N:38](C(C)C)C(C)C, predict the reaction product. The product is: [CH3:35][NH:34][C:32](=[O:33])[C:28]1[CH:27]=[C:26]([O:25][C:22]2[CH:23]=[N:24][C:19]([NH:18][C:12]([NH:38][C:7]([C:3]3([C:2]([F:1])([F:11])[F:10])[CH2:4][CH2:5][CH2:6]3)=[O:9])=[O:16])=[CH:20][CH:21]=2)[CH:31]=[CH:30][N:29]=1. (5) Given the reactants [CH2:1]([N:8]1[C:16]2[C:15]3=[N:17][C@H:18]([CH2:20][C:21]4[CH:26]=[CH:25][CH:24]=[CH:23][CH:22]=4)[CH2:19][N:14]3[C:13](=[O:27])[N:12]([CH2:28][CH2:29][CH3:30])[C:11]=2[N:10]=[CH:9]1)[C:2]1[CH:7]=[CH:6][CH:5]=[CH:4][CH:3]=1.C([N-]C(C)C)(C)C.[Li+].[C:39](=[O:41])=[O:40].Cl, predict the reaction product. The product is: [CH2:1]([N:8]1[C:16]2[C:15]3=[N:17][C@H:18]([CH2:20][C:21]4[CH:22]=[CH:23][CH:24]=[CH:25][CH:26]=4)[CH2:19][N:14]3[C:13](=[O:27])[N:12]([CH2:28][CH2:29][CH3:30])[C:11]=2[N:10]=[C:9]1[C:39]([OH:41])=[O:40])[C:2]1[CH:7]=[CH:6][CH:5]=[CH:4][CH:3]=1. (6) Given the reactants [CH3:1][O:2][C:3]1[CH:30]=[CH:29][C:6]([CH2:7][N:8]([CH2:20][C:21]2[CH:26]=[CH:25][C:24]([O:27][CH3:28])=[CH:23][CH:22]=2)[C:9]2[CH:10]=[C:11]3[C:16](=[CH:17][N:18]=2)[C:15]([NH2:19])=[N:14][CH:13]=[CH:12]3)=[CH:5][CH:4]=1.C(N(CC)CC)C.[C:38](Cl)(=[O:48])[C:39]1[C:40](=[CH:44][CH:45]=[CH:46][CH:47]=1)[C:41](Cl)=[O:42], predict the reaction product. The product is: [CH3:28][O:27][C:24]1[CH:25]=[CH:26][C:21]([CH2:20][N:8]([CH2:7][C:6]2[CH:5]=[CH:4][C:3]([O:2][CH3:1])=[CH:30][CH:29]=2)[C:9]2[CH:10]=[C:11]3[C:16](=[CH:17][N:18]=2)[C:15]([N:19]2[C:41](=[O:42])[C:40]4[C:39](=[CH:47][CH:46]=[CH:45][CH:44]=4)[C:38]2=[O:48])=[N:14][CH:13]=[CH:12]3)=[CH:22][CH:23]=1. (7) Given the reactants [C:1]([C:3]1[CH:4]=[CH:5][C:6]([NH:9][C:10](=[O:16])[O:11][C:12]([CH3:15])([CH3:14])[CH3:13])=[N:7][CH:8]=1)#[N:2].Cl.[NH2:18]O.[C:20](=[O:23])([O-])[O-:21].[Na+].[Na+].O, predict the reaction product. The product is: [O:23]=[C:20]1[O:21][N:18]=[C:1]([C:3]2[CH:4]=[CH:5][C:6]([NH:9][C:10](=[O:16])[O:11][C:12]([CH3:13])([CH3:15])[CH3:14])=[N:7][CH:8]=2)[NH:2]1. (8) Given the reactants F[C:2]1[CH:7]=[C:6]([C:8]2[C:16]3[C:11](=[CH:12][N:13]=[C:14]([C:17]4[CH:18]=[N:19][CH:20]=[CH:21][CH:22]=4)[CH:15]=3)[N:10](C3CCCCO3)[N:9]=2)[CH:5]=[CH:4][N:3]=1.[CH2:29]([NH2:32])[CH2:30][NH2:31], predict the reaction product. The product is: [N:19]1[CH:20]=[CH:21][CH:22]=[C:17]([C:14]2[CH:15]=[C:16]3[C:8]([C:6]4[CH:5]=[CH:4][N:3]=[C:2]([NH:31][CH2:30][CH2:29][NH2:32])[CH:7]=4)=[N:9][NH:10][C:11]3=[CH:12][N:13]=2)[CH:18]=1. (9) Given the reactants [Na].[OH:2][C:3]1[CH:4]=[C:5]([CH:44]=[CH:45][C:46]=1[CH3:47])[CH2:6][O:7][CH:8]1[CH:13]([C:14]2[CH:19]=[CH:18][C:17]([O:20][CH2:21][CH2:22][CH2:23][O:24][CH2:25][C:26]3[CH:31]=[CH:30][CH:29]=[CH:28][C:27]=3[O:32][CH3:33])=[CH:16][CH:15]=2)[CH2:12][CH2:11][N:10]([C:34]([O:36][CH2:37][C:38]2[CH:43]=[CH:42][CH:41]=[CH:40][CH:39]=2)=[O:35])[CH2:9]1.[C:48]([O:52][CH3:53])(=[O:51])[CH:49]=[CH2:50], predict the reaction product. The product is: [CH3:33][O:32][C:27]1[CH:28]=[CH:29][CH:30]=[CH:31][C:26]=1[CH2:25][O:24][CH2:23][CH2:22][CH2:21][O:20][C:17]1[CH:18]=[CH:19][C:14]([CH:13]2[CH2:12][CH2:11][N:10]([C:34]([O:36][CH2:37][C:38]3[CH:43]=[CH:42][CH:41]=[CH:40][CH:39]=3)=[O:35])[CH2:9][CH:8]2[O:7][CH2:6][C:5]2[CH:44]=[CH:45][C:46]([CH3:47])=[C:3]([O:2][CH2:50][CH2:49][C:48]([O:52][CH3:53])=[O:51])[CH:4]=2)=[CH:15][CH:16]=1. (10) Given the reactants N1[C:5]2C=CC=[CH:9][C:4]=2N=N1.[NH:10]1[CH2:15][CH2:14][O:13][CH2:12][CH2:11]1.FC(F)(F)[C:18]1[CH:19]=[C:20]([CH:42]=[C:43]([C:45]([F:48])([F:47])[F:46])[CH:44]=1)[CH2:21][N:22]([CH2:29][C:30]1[CH:37]=[C:36]([C:38]([F:41])([F:40])[F:39])[CH:35]=[CH:34][C:31]=1C=O)[C:23]1[N:24]=[N:25][N:26]([CH3:28])[N:27]=1, predict the reaction product. The product is: [F:48][C:45]([F:47])([F:46])[C:43]1[CH:42]=[C:20]([CH:19]=[C:18]([C:38]([F:41])([F:40])[F:39])[CH:44]=1)[CH2:21][N:22]([CH2:29][C:30]1[CH:37]=[C:36]([C:38]([F:40])([F:39])[F:41])[CH:35]=[CH:34][C:31]=1[CH:5]([N:10]1[CH2:15][CH2:14][O:13][CH2:12][CH2:11]1)[CH2:4][CH3:9])[C:23]1[N:24]=[N:25][N:26]([CH3:28])[N:27]=1.